This data is from Reaction yield outcomes from USPTO patents with 853,638 reactions. The task is: Predict the reaction yield, written as a fraction of the theoretical maximum amount of product (1.0 means a 100% yield; for example, 0.34 means a 34% yield). (1) The yield is 0.170. No catalyst specified. The reactants are [Br:1][C:2]1[C:7]([F:8])=[CH:6][CH:5]=[C:4]([CH3:9])[N:3]=1.[Mn]([O-])(=O)(=O)=[O:11].[K+].[OH2:16]. The product is [Br:1][C:2]1[N:3]=[C:4]([C:9]([OH:11])=[O:16])[CH:5]=[CH:6][C:7]=1[F:8]. (2) The reactants are C([N:14]1[CH2:17][CH:16]([CH2:18][CH2:19][O:20][CH3:21])[CH2:15]1)(C1C=CC=CC=1)C1C=CC=CC=1.[CH3:34][C:33]([O:32][C:30](O[C:30]([O:32][C:33]([CH3:36])([CH3:35])[CH3:34])=[O:31])=[O:31])([CH3:36])[CH3:35]. The catalyst is C(OCC)(=O)C.[PdH2].[C]. The product is [C:33]([O:32][C:30]([N:14]1[CH2:17][CH:16]([CH2:18][CH2:19][O:20][CH3:21])[CH2:15]1)=[O:31])([CH3:34])([CH3:35])[CH3:36]. The yield is 0.610. (3) The reactants are [F:1][C:2]1[CH:10]=[CH:9][CH:8]=[C:7]([N:11]2[N:15]=[CH:14][CH:13]=[N:12]2)[C:3]=1[C:4]([OH:6])=O.[C:16]([O:20][C:21]([N:23]1[CH2:30][CH:29]2[CH:25]([CH2:26][NH:27][CH2:28]2)[CH2:24]1)=[O:22])([CH3:19])([CH3:18])[CH3:17].CN(C(ON1N=NC2C=CC=NC1=2)=[N+](C)C)C.F[P-](F)(F)(F)(F)F.CCN(C(C)C)C(C)C. The catalyst is CN(C=O)C.CCOC(C)=O. The product is [C:16]([O:20][C:21]([N:23]1[CH2:24][CH:25]2[CH:29]([CH2:28][N:27]([C:4](=[O:6])[C:3]3[C:7]([N:11]4[N:15]=[CH:14][CH:13]=[N:12]4)=[CH:8][CH:9]=[CH:10][C:2]=3[F:1])[CH2:26]2)[CH2:30]1)=[O:22])([CH3:19])([CH3:17])[CH3:18]. The yield is 0.195. (4) The reactants are [CH2:1]([C:5]1[N:6]=[C:7]([CH3:27])[NH:8][C:9](=[O:26])[C:10]=1[CH2:11][C:12]1[CH:17]=[CH:16][C:15]([C:18]2[C:19]([C:24]#[N:25])=[CH:20][CH:21]=[CH:22][CH:23]=2)=[CH:14][CH:13]=1)[CH2:2][CH2:3][CH3:4].N(C(N1CCCCC1)=O)=NC(N1CCCCC1)=O.C(P(CCCC)CCCC)CCC.[S:59]1[C:63]2[CH:64]=[CH:65][CH:66]=[CH:67][C:62]=2[CH:61]=[C:60]1[CH2:68]O. The catalyst is C(OCC)(=O)C.O1CCCC1. The product is [S:59]1[C:63]2[CH:64]=[CH:65][CH:66]=[CH:67][C:62]=2[CH:61]=[C:60]1[CH2:68][N:8]1[C:9](=[O:26])[C:10]([CH2:11][C:12]2[CH:17]=[CH:16][C:15]([C:18]3[C:19]([C:24]#[N:25])=[CH:20][CH:21]=[CH:22][CH:23]=3)=[CH:14][CH:13]=2)=[C:5]([CH2:1][CH2:2][CH2:3][CH3:4])[N:6]=[C:7]1[CH3:27]. The yield is 0.450. (5) The reactants are [F:1][C:2]1[CH:3]=[C:4]([C:20]2[C:21]([C:26]#[N:27])=[CH:22][CH:23]=[CH:24][CH:25]=2)[CH:5]=[CH:6][C:7]=1[CH2:8][C:9]1[C:14](=[O:15])[NH:13][C:12]([CH3:16])=[N:11][C:10]=1[CH2:17][CH2:18][CH3:19].Br[CH2:29][C:30](=[O:35])[C:31]([CH3:34])([CH3:33])[CH3:32].C(=O)([O-])[O-].[K+].[K+].CN(C)C=O. The catalyst is C(OCC)(=O)C. The product is [CH3:32][C:31]([CH3:34])([CH3:33])[C:30](=[O:35])[CH2:29][N:13]1[C:14](=[O:15])[C:9]([CH2:8][C:7]2[CH:6]=[CH:5][C:4]([C:20]3[C:21]([C:26]#[N:27])=[CH:22][CH:23]=[CH:24][CH:25]=3)=[CH:3][C:2]=2[F:1])=[C:10]([CH2:17][CH2:18][CH3:19])[N:11]=[C:12]1[CH3:16]. The yield is 0.260.